Dataset: NCI-60 drug combinations with 297,098 pairs across 59 cell lines. Task: Regression. Given two drug SMILES strings and cell line genomic features, predict the synergy score measuring deviation from expected non-interaction effect. Drug 1: C1=CC(=CC=C1CC(C(=O)O)N)N(CCCl)CCCl.Cl. Drug 2: C1=NC2=C(N1)C(=S)N=CN2. Cell line: IGROV1. Synergy scores: CSS=25.2, Synergy_ZIP=8.44, Synergy_Bliss=9.23, Synergy_Loewe=2.23, Synergy_HSA=9.14.